Task: Predict the product of the given reaction.. Dataset: Forward reaction prediction with 1.9M reactions from USPTO patents (1976-2016) (1) Given the reactants Br[C:2]1[CH:10]=[CH:9][CH:8]=[C:7]2[C:3]=1[CH2:4][CH2:5][C:6]2=[O:11].[F:12][C:13]([F:24])([F:23])[C:14]1[CH:19]=[CH:18][C:17](B(O)O)=[CH:16][CH:15]=1.C(=O)([O-])[O-].[Na+].[Na+].C1(P(C2C=CC=CC=2)C2C=CC=CC=2)C=CC=CC=1, predict the reaction product. The product is: [F:12][C:13]([F:24])([F:23])[C:14]1[CH:19]=[CH:18][C:17]([C:2]2[CH:10]=[CH:9][CH:8]=[C:7]3[C:3]=2[CH2:4][CH2:5][C:6]3=[O:11])=[CH:16][CH:15]=1. (2) Given the reactants [Cl:1][C:2]1[CH:9]=[CH:8][C:5]([C:6]#[N:7])=[C:4]([O:10][C:11]2[CH:16]=[CH:15][CH:14]=[C:13]([CH2:17]N(C)C)[C:12]=2[S:21][CH3:22])[CH:3]=1.[Cl:23]C(OCC)=O.O.C(OCC)C, predict the reaction product. The product is: [Cl:1][C:2]1[CH:9]=[CH:8][C:5]([C:6]#[N:7])=[C:4]([O:10][C:11]2[CH:16]=[CH:15][CH:14]=[C:13]([CH2:17][Cl:23])[C:12]=2[S:21][CH3:22])[CH:3]=1. (3) Given the reactants C1C=CC2N(O)[N:8]=[N:7]C=2C=1.CCN=C=NCCCN(C)C.Cl.[Cl:23][C:24]1[CH:25]=[C:26]([CH:30]=[CH:31][N:32]=1)[C:27](O)=[O:28].O.NN, predict the reaction product. The product is: [Cl:23][C:24]1[CH:25]=[C:26]([CH:30]=[CH:31][N:32]=1)[C:27]([NH:7][NH2:8])=[O:28]. (4) Given the reactants Br[C:2]1[CH:3]=[C:4]([CH:8]2[N:12]([C:13]3[CH:18]=[CH:17][CH:16]=[CH:15][C:14]=3[Cl:19])[N:11]=[C:10]([C:20]([C:26]([F:29])([F:28])[F:27])([C:22]([F:25])([F:24])[F:23])[OH:21])[CH2:9]2)[CH:5]=[CH:6][CH:7]=1.[C:30]([C:33]1[CH:38]=[CH:37][CH:36]=[CH:35][C:34]=1B(O)O)(=[O:32])[CH3:31].C(=O)([O-])[O-].[Na+].[Na+].CN(C)C=O, predict the reaction product. The product is: [C:30]([C:33]1[CH:38]=[CH:37][CH:36]=[CH:35][C:34]=1[C:2]1[CH:7]=[CH:6][CH:5]=[C:4]([CH:8]2[N:12]([C:13]3[CH:18]=[CH:17][CH:16]=[CH:15][C:14]=3[Cl:19])[N:11]=[C:10]([C:20]([C:22]([F:23])([F:25])[F:24])([C:26]([F:29])([F:27])[F:28])[OH:21])[CH2:9]2)[CH:3]=1)(=[O:32])[CH3:31].